The task is: Predict the reaction yield, written as a fraction of the theoretical maximum amount of product (1.0 means a 100% yield; for example, 0.34 means a 34% yield).. This data is from Reaction yield outcomes from USPTO patents with 853,638 reactions. (1) The reactants are [Br:1][C:2]1[CH:12]=[N:11][C:5]2[NH:6][CH2:7][CH2:8][NH:9][CH2:10][C:4]=2[CH:3]=1.[CH3:13][S:14](Cl)(=[O:16])=[O:15]. The catalyst is C(Cl)Cl. The product is [Br:1][C:2]1[CH:12]=[N:11][C:5]2[NH:6][CH2:7][CH2:8][N:9]([S:14]([CH3:13])(=[O:16])=[O:15])[CH2:10][C:4]=2[CH:3]=1. The yield is 0.480. (2) The reactants are Cl[C:2]1[N:7]=[C:6]([C:8]2[C:16]3[C:11](=[CH:12][CH:13]=[CH:14][CH:15]=3)[N:10]([S:17]([C:20]3[CH:25]=[CH:24][CH:23]=[CH:22][CH:21]=3)(=[O:19])=[O:18])[CH:9]=2)[C:5]([Cl:26])=[CH:4][N:3]=1.[CH2:27]([O:34][C:35](=[O:45])[NH:36][C:37]1([CH3:44])[CH2:42][CH2:41][CH2:40][CH:39]([NH2:43])[CH2:38]1)[C:28]1[CH:33]=[CH:32][CH:31]=[CH:30][CH:29]=1.Cl.CCN(C(C)C)C(C)C. The catalyst is CN1C(=O)CCC1.CCOC(C)=O. The product is [CH2:27]([O:34][C:35](=[O:45])[NH:36][C:37]1([CH3:44])[CH2:42][CH2:41][CH2:40][CH:39]([NH:43][C:2]2[N:7]=[C:6]([C:8]3[C:16]4[C:11](=[CH:12][CH:13]=[CH:14][CH:15]=4)[N:10]([S:17]([C:20]4[CH:21]=[CH:22][CH:23]=[CH:24][CH:25]=4)(=[O:19])=[O:18])[CH:9]=3)[C:5]([Cl:26])=[CH:4][N:3]=2)[CH2:38]1)[C:28]1[CH:29]=[CH:30][CH:31]=[CH:32][CH:33]=1. The yield is 0.660.